From a dataset of Catalyst prediction with 721,799 reactions and 888 catalyst types from USPTO. Predict which catalyst facilitates the given reaction. (1) Reactant: [NH2:1][C:2]1[CH:7]=[CH:6][C:5]([NH:8][C:9]([C:11]2[C:12]([C:17]3[CH:22]=[CH:21][C:20]([C:23]([F:26])([F:25])[F:24])=[CH:19][CH:18]=3)=[CH:13][CH:14]=[CH:15][CH:16]=2)=[O:10])=[CH:4][CH:3]=1.[CH:27]([C:29]1[CH:34]=[CH:33][CH:32]=[CH:31][N:30]=1)=[CH2:28]. Product: [N:30]1[CH:31]=[CH:32][CH:33]=[CH:34][C:29]=1[CH2:27][CH2:28][NH:1][C:2]1[CH:7]=[CH:6][C:5]([NH:8][C:9]([C:11]2[C:12]([C:17]3[CH:22]=[CH:21][C:20]([C:23]([F:24])([F:25])[F:26])=[CH:19][CH:18]=3)=[CH:13][CH:14]=[CH:15][CH:16]=2)=[O:10])=[CH:4][CH:3]=1. The catalyst class is: 141. (2) Reactant: Cl[CH2:2][CH2:3][N:4]1[C:8]2=[N:9][CH:10]=[N:11][C:12]([NH2:13])=[C:7]2[CH:6]=[N:5]1.Cl.[C:15]([CH:19]1[CH2:24][CH2:23][NH:22][CH2:21][CH2:20]1)([CH3:18])([CH3:17])[CH3:16].C([O-])([O-])=O.[K+].[K+].N[C@H](C(O)=O)CC1C=C2C(C=CC=C2)=CC=1. Product: [C:15]([CH:19]1[CH2:24][CH2:23][N:22]([CH2:2][CH2:3][N:4]2[C:8]3=[N:9][CH:10]=[N:11][C:12]([NH2:13])=[C:7]3[CH:6]=[N:5]2)[CH2:21][CH2:20]1)([CH3:18])([CH3:17])[CH3:16]. The catalyst class is: 3. (3) Reactant: [C:1]([CH2:4][C:5]([NH:7][C:8]1[CH:17]=[CH:16][C:15]2[C:10](=[CH:11][CH:12]=[CH:13][CH:14]=2)[CH:9]=1)=[O:6])([OH:3])=O.C(N(CC)CC)C.ON1C2C=CC=CC=2N=N1.CN(C)CCCN=C=NCC.[CH2:46]([O:48][C:49]([N:51]1[CH2:56][CH2:55][NH:54][CH2:53][CH2:52]1)=[O:50])[CH3:47]. Product: [CH2:46]([O:48][C:49]([N:51]1[CH2:52][CH2:53][N:54]([C:1]([CH2:4][C:5]([NH:7][C:8]2[CH:17]=[CH:16][C:15]3[C:10](=[CH:11][CH:12]=[CH:13][CH:14]=3)[CH:9]=2)=[O:6])=[O:3])[CH2:55][CH2:56]1)=[O:50])[CH3:47]. The catalyst class is: 124.